Task: Predict which catalyst facilitates the given reaction.. Dataset: Catalyst prediction with 721,799 reactions and 888 catalyst types from USPTO (1) The catalyst class is: 4. Product: [CH3:1][N:2]1[CH:6]=[C:5]([C:7]2[CH:12]=[CH:11][C:10]([C:13]3[C:22]4[C:17](=[CH:18][CH:19]=[C:20]([NH:23][S:36]([CH:33]5[CH2:35][CH2:34]5)(=[O:38])=[O:37])[CH:21]=4)[CH:16]=[N:15][CH:14]=3)=[CH:9][CH:8]=2)[CH:4]=[N:3]1. Reactant: [CH3:1][N:2]1[CH:6]=[C:5]([C:7]2[CH:12]=[CH:11][C:10]([C:13]3[C:22]4[C:17](=[CH:18][CH:19]=[C:20]([NH2:23])[CH:21]=4)[CH:16]=[N:15][CH:14]=3)=[CH:9][CH:8]=2)[CH:4]=[N:3]1.CCN(C(C)C)C(C)C.[CH:33]1([S:36](Cl)(=[O:38])=[O:37])[CH2:35][CH2:34]1. (2) Reactant: [CH3:1][NH:2][CH:3]1[CH2:7][CH2:6][CH2:5][CH2:4]1.[C:8]([Cl:11])(Cl)=[O:9]. Product: [CH:3]1([N:2]([CH3:1])[C:8]([Cl:11])=[O:9])[CH2:7][CH2:6][CH2:5][CH2:4]1. The catalyst class is: 49. (3) Reactant: C[O:2][C:3]1[CH:4]=[C:5]([C:9]2[S:10][C:11]([C:14]3[CH:19]=[CH:18][CH:17]=[C:16]([O:20]C)[CH:15]=3)=[N:12][N:13]=2)[CH:6]=[CH:7][CH:8]=1. Product: [S:10]1[C:11]([C:14]2[CH:15]=[C:16]([OH:20])[CH:17]=[CH:18][CH:19]=2)=[N:12][N:13]=[C:9]1[C:5]1[CH:4]=[C:3]([OH:2])[CH:8]=[CH:7][CH:6]=1. The catalyst class is: 195. (4) Reactant: [CH3:1][CH:2]([O:4][C:5]1[CH:6]=[CH:7][C:8]([CH3:11])=[N:9][CH:10]=1)[CH3:3].ClC1C=C(C=CC=1)C(OO)=[O:17].C(OCC)(=O)C. Product: [CH3:3][CH:2]([O:4][C:5]1[CH:6]=[CH:7][C:8]([CH3:11])=[N+:9]([O-:17])[CH:10]=1)[CH3:1]. The catalyst class is: 4. (5) Product: [O:9]=[C:8]1[N:7]([CH2:6][C:2]2[S:1][CH:5]=[CH:4][CH:3]=2)[N:11]=[N:10][C:12]2=[C:13]([C:17]([NH2:19])=[O:18])[N:14]=[CH:15][N:16]12. Reactant: [S:1]1[CH:5]=[CH:4][CH:3]=[C:2]1[CH2:6][N:7]=[C:8]=[O:9].[N+:10](=[C:12]1[N:16]=[CH:15][N:14]=[C:13]1[C:17]([NH2:19])=[O:18])=[N-:11]. The catalyst class is: 16. (6) Product: [ClH:1].[Cl:1][C:2]1[CH:3]=[C:4]([CH:22]=[CH:23][CH:24]=1)[CH2:5][NH:6][C:7]1[CH:12]=[CH:11][C:10]([N+:13]([O-:15])=[O:14])=[C:9]([N:16]2[CH2:21][CH2:20][NH:19][CH2:18][CH2:17]2)[CH:8]=1. The catalyst class is: 268. Reactant: [Cl:1][C:2]1[CH:3]=[C:4]([CH:22]=[C:23](Cl)[CH:24]=1)[CH2:5][NH:6][C:7]1[CH:12]=[CH:11][C:10]([N+:13]([O-:15])=[O:14])=[C:9]([N:16]2[CH2:21][CH2:20][NH:19][CH2:18][CH2:17]2)[CH:8]=1.Cl. (7) Reactant: C([O:5][C:6]([C:8]1([CH2:11][C@@H:12]2[CH2:17][CH2:16][C@@H:15]([O:18][CH2:19][C:20]3[CH:21]=[CH:22][C:23]4[O:28][C:27]([CH3:30])([CH3:29])[CH2:26][N:25]([CH2:31][CH2:32][CH2:33][O:34][CH3:35])[C:24]=4[CH:36]=3)[CH2:14][N:13]2[S:37]([C:40]2[CH:45]=[CH:44][C:43]([CH3:46])=[CH:42][CH:41]=2)(=[O:39])=[O:38])[CH2:10][CH2:9]1)=[O:7])(C)(C)C.FC(F)(F)C(O)=O. Product: [CH3:35][O:34][CH2:33][CH2:32][CH2:31][N:25]1[C:24]2[CH:36]=[C:20]([CH2:19][O:18][C@H:15]3[CH2:14][N:13]([S:37]([C:40]4[CH:41]=[CH:42][C:43]([CH3:46])=[CH:44][CH:45]=4)(=[O:38])=[O:39])[C@H:12]([CH2:11][C:8]4([C:6]([OH:7])=[O:5])[CH2:9][CH2:10]4)[CH2:17][CH2:16]3)[CH:21]=[CH:22][C:23]=2[O:28][C:27]([CH3:30])([CH3:29])[CH2:26]1. The catalyst class is: 46. (8) Reactant: [F:1][C:2]([F:12])([F:11])[C:3]([C:5]1[CH:10]=[CH:9][N:8]=[CH:7][CH:6]=1)=[CH2:4].[H][H]. Product: [F:12][C:2]([F:1])([F:11])[CH:3]([C:5]1[CH:10]=[CH:9][N:8]=[CH:7][CH:6]=1)[CH3:4]. The catalyst class is: 153.